Predict the reactants needed to synthesize the given product. From a dataset of Full USPTO retrosynthesis dataset with 1.9M reactions from patents (1976-2016). (1) Given the product [CH3:10][C:5]1[N:4]=[C:3]([CH2:2][OH:1])[C:8]([O:9][CH:18]([CH3:20])[CH3:19])=[CH:7][CH:6]=1, predict the reactants needed to synthesize it. The reactants are: [OH:1][CH2:2][C:3]1[C:8]([OH:9])=[CH:7][CH:6]=[C:5]([CH3:10])[N:4]=1.C([O-])([O-])=O.[K+].[K+].Br[CH:18]([CH3:20])[CH3:19].O. (2) Given the product [CH:1]1[C:13]2[N:12]([C:14]3[CH:15]=[CH:16][C:17]([C:20]4[CH:21]=[CH:22][C:23]([N:26]5[C:38]6[CH:37]=[CH:36][C:35]([CH2:39][OH:40])=[CH:34][C:33]=6[C:32]6[C:27]5=[CH:28][CH:29]=[CH:30][CH:31]=6)=[CH:24][CH:25]=4)=[CH:18][CH:19]=3)[C:11]3[C:6](=[CH:7][CH:8]=[CH:9][CH:10]=3)[C:5]=2[CH:4]=[CH:3][CH:2]=1, predict the reactants needed to synthesize it. The reactants are: [CH:1]1[C:13]2[N:12]([C:14]3[CH:19]=[CH:18][C:17]([C:20]4[CH:25]=[CH:24][C:23]([N:26]5[C:38]6[CH:37]=[CH:36][C:35]([CH:39]=[O:40])=[CH:34][C:33]=6[C:32]6[C:27]5=[CH:28][CH:29]=[CH:30][CH:31]=6)=[CH:22][CH:21]=4)=[CH:16][CH:15]=3)[C:11]3[C:6](=[CH:7][CH:8]=[CH:9][CH:10]=3)[C:5]=2[CH:4]=[CH:3][CH:2]=1.O1CCCC1.[BH4-].[Na+]. (3) Given the product [Cl:19][C:13]1[CH:14]=[C:15]([N:18]=[CH:8][C:7]2[CH:6]=[CH:5][N:4]=[C:3]([CH3:10])[C:2]=2[OH:1])[CH:16]=[CH:17][C:12]=1[F:11], predict the reactants needed to synthesize it. The reactants are: [OH:1][C:2]1[C:3]([CH3:10])=[N:4][CH:5]=[CH:6][C:7]=1[CH:8]=O.[F:11][C:12]1[CH:17]=[CH:16][C:15]([NH2:18])=[CH:14][C:13]=1[Cl:19]. (4) Given the product [CH3:1][O:2][C:3]1[CH:12]=[C:11]2[C:6]([CH:7]=[CH:8][C:9](=[O:16])[N:10]2[CH2:13][CH2:14][N:17]2[CH2:22][CH2:21][CH2:20][C@@H:19]([CH2:23][NH:24][C:25](=[O:34])[O:26][CH2:27][C:28]3[CH:33]=[CH:32][CH:31]=[CH:30][CH:29]=3)[CH2:18]2)=[N:5][CH:4]=1, predict the reactants needed to synthesize it. The reactants are: [CH3:1][O:2][C:3]1[CH:12]=[C:11]2[C:6]([CH:7]=[CH:8][C:9](=[O:16])[N:10]2[CH2:13][CH:14]=O)=[N:5][CH:4]=1.[NH:17]1[CH2:22][CH2:21][CH2:20][C@@H:19]([CH2:23][NH:24][C:25](=[O:34])[O:26][CH2:27][C:28]2[CH:33]=[CH:32][CH:31]=[CH:30][CH:29]=2)[CH2:18]1.[O-]S([O-])(=O)=O.[Na+].[Na+].[BH-](OC(C)=O)(OC(C)=O)OC(C)=O.[Na+]. (5) Given the product [N:11]1([C:9]([NH2:10])=[O:21])[CH2:16][CH2:15][O:14][CH2:13][CH2:12]1, predict the reactants needed to synthesize it. The reactants are: ClC1C=C(C=[CH:9][N:10]=1)C(O)=O.[NH:11]1[CH2:16][CH2:15][O:14][CH2:13][CH2:12]1.CCCP1(OP(CCC)(=O)OP(CCC)(=O)O1)=[O:21].C(=O)(O)[O-].[Na+]. (6) Given the product [Cl:8][C:6]1[CH:5]=[CH:4][C:3]2[N:9]([C@@H:10]3[CH2:14][CH2:13][N:12]([C:15]([O:17][C:18]([CH3:21])([CH3:20])[CH3:19])=[O:16])[CH2:11]3)[C:24]([CH2:23][Cl:22])=[N:1][C:2]=2[CH:7]=1, predict the reactants needed to synthesize it. The reactants are: [NH2:1][C:2]1[CH:7]=[C:6]([Cl:8])[CH:5]=[CH:4][C:3]=1[NH:9][C@@H:10]1[CH2:14][CH2:13][N:12]([C:15]([O:17][C:18]([CH3:21])([CH3:20])[CH3:19])=[O:16])[CH2:11]1.[Cl:22][CH2:23][C:24](OC)(OC)OC.